Task: Predict the product of the given reaction.. Dataset: Forward reaction prediction with 1.9M reactions from USPTO patents (1976-2016) (1) The product is: [CH3:15][N:11]1[CH:12]=[C:13]([CH3:14])[C:9]([C:6]2[CH:7]=[CH:8][C:3]([OH:2])=[C:4]([CH3:16])[CH:5]=2)=[N:10]1. Given the reactants C[O:2][C:3]1[CH:8]=[CH:7][C:6]([C:9]2[C:13]([CH3:14])=[CH:12][N:11]([CH3:15])[N:10]=2)=[CH:5][C:4]=1[CH3:16].Br, predict the reaction product. (2) Given the reactants C([O:4][C@H:5]1[C:9](=[CH2:10])[O:8][C@H:7]([N:11]2[CH:19]=[C:17]([CH3:18])[C:15](=[O:16])[NH:14][C:12]2=[O:13])[CH2:6]1)(=O)C.N1C=CN=C1.[Si:25](Cl)([C:28]([CH3:31])([CH3:30])[CH3:29])([CH3:27])[CH3:26], predict the reaction product. The product is: [Si:25]([O:4][C@H:5]1[C:9](=[CH2:10])[O:8][C@H:7]([N:11]2[CH:19]=[C:17]([CH3:18])[C:15](=[O:16])[NH:14][C:12]2=[O:13])[CH2:6]1)([C:28]([CH3:31])([CH3:30])[CH3:29])([CH3:27])[CH3:26].